Dataset: Forward reaction prediction with 1.9M reactions from USPTO patents (1976-2016). Task: Predict the product of the given reaction. (1) Given the reactants [CH2:1]([N:3]1[CH:7]=[C:6]([C:8]2[CH:13]=[CH:12][N:11]=[C:10]3[NH:14][C:15]([C:17]4[CH:22]=[CH:21][C:20]([CH2:23][N:24]5[CH2:28][CH2:27][CH2:26][CH2:25]5)=[CH:19][CH:18]=4)=[CH:16][C:9]=23)[C:5]([C:29]2[CH:35]=[CH:34][C:32]([NH2:33])=[CH:31][CH:30]=2)=[N:4]1)[CH3:2].[CH3:36][CH:37]([CH3:41])[C:38](Cl)=[O:39], predict the reaction product. The product is: [CH2:1]([N:3]1[CH:7]=[C:6]([C:8]2[CH:13]=[CH:12][N:11]=[C:10]3[NH:14][C:15]([C:17]4[CH:18]=[CH:19][C:20]([CH2:23][N:24]5[CH2:28][CH2:27][CH2:26][CH2:25]5)=[CH:21][CH:22]=4)=[CH:16][C:9]=23)[C:5]([C:29]2[CH:30]=[CH:31][C:32]([NH:33][C:38](=[O:39])[CH:37]([CH3:41])[CH3:36])=[CH:34][CH:35]=2)=[N:4]1)[CH3:2]. (2) Given the reactants Br[C:2]1[CH:7]=[CH:6][CH:5]=[CH:4][C:3]=1[O:8][CH3:9].C([Li:14])CCC, predict the reaction product. The product is: [Li:14][C:2]1[CH:7]=[CH:6][CH:5]=[CH:4][C:3]=1[O:8][CH3:9]. (3) Given the reactants FC1C=CC(CNC)=CC=1.[CH3:11][NH:12][CH2:13][CH2:14][C:15]1[CH:20]=[CH:19][CH:18]=[CH:17][N:16]=1.[F:21][C:22]1[CH:44]=[CH:43][C:25]([CH2:26][NH:27][C:28]([C:30]2[S:34][C:33]([C:35]3[CH:40]=[N:39][CH:38]=[C:37](I)[N:36]=3)=[N:32][C:31]=2[CH3:42])=[O:29])=[CH:24][CH:23]=1, predict the reaction product. The product is: [F:21][C:22]1[CH:44]=[CH:43][C:25]([CH2:26][NH:27][C:28]([C:30]2[S:34][C:33]([C:35]3[CH:40]=[N:39][CH:38]=[C:37]([N:12]([CH3:11])[CH2:13][CH2:14][C:15]4[CH:20]=[CH:19][CH:18]=[CH:17][N:16]=4)[N:36]=3)=[N:32][C:31]=2[CH3:42])=[O:29])=[CH:24][CH:23]=1. (4) Given the reactants C1C(=O)N([Br:8])C(=O)C1.[CH3:9][S:10][C:11]1[N:12]=[C:13]2[NH:19][C:18]([C:20]3[CH:25]=[CH:24][C:23]([C:26]4([NH:30][C:31](=[O:37])[O:32][C:33]([CH3:36])([CH3:35])[CH3:34])[CH2:29][CH2:28][CH2:27]4)=[CH:22][CH:21]=3)=[CH:17][C:14]2=[N:15][CH:16]=1, predict the reaction product. The product is: [Br:8][C:17]1[C:14]2=[N:15][CH:16]=[C:11]([S:10][CH3:9])[N:12]=[C:13]2[NH:19][C:18]=1[C:20]1[CH:21]=[CH:22][C:23]([C:26]2([NH:30][C:31](=[O:37])[O:32][C:33]([CH3:34])([CH3:36])[CH3:35])[CH2:27][CH2:28][CH2:29]2)=[CH:24][CH:25]=1. (5) Given the reactants CN(C)CC#CC1C=C([C@@H]2[C@@H](C3C=CC=C(F)C=3)OC(=O)N2)C=NC=1.Br[C:27]1[CH:32]=[C:31]([C@@H:33]2[C@@H:37]([C:38]3[CH:43]=[CH:42][CH:41]=[CH:40][CH:39]=3)[O:36][C:35](=[O:44])[NH:34]2)[CH:30]=[CH:29][N:28]=1.[C:45]([CH:47]1[CH2:50][C:49]([F:52])([F:51])[CH2:48]1)#[CH:46], predict the reaction product. The product is: [F:51][C:49]1([F:52])[CH2:50][CH:47]([C:45]#[C:46][C:27]2[CH:32]=[C:31]([C@@H:33]3[C@@H:37]([C:38]4[CH:43]=[CH:42][CH:41]=[CH:40][CH:39]=4)[O:36][C:35](=[O:44])[NH:34]3)[CH:30]=[CH:29][N:28]=2)[CH2:48]1. (6) Given the reactants C([NH:8][C@H:9]1[CH2:14][CH2:13][C@H:12]([C:15]2[CH:29]=[CH:28][C:18]([O:19][C:20]([CH3:27])([CH3:26])[C:21]([O:23][CH2:24][CH3:25])=[O:22])=[CH:17][CH:16]=2)[CH2:11][CH2:10]1)C1C=CC=CC=1, predict the reaction product. The product is: [NH2:8][C@H:9]1[CH2:14][CH2:13][C@H:12]([C:15]2[CH:16]=[CH:17][C:18]([O:19][C:20]([CH3:26])([CH3:27])[C:21]([O:23][CH2:24][CH3:25])=[O:22])=[CH:28][CH:29]=2)[CH2:11][CH2:10]1. (7) Given the reactants [O:1]=[C:2]1[CH:7]([N:8]2[C:16](=[O:17])[C:15]3[C:10](=[CH:11][CH:12]=[CH:13][C:14]=3[O:18][CH2:19][C:20]([O:22]C(C)(C)C)=[O:21])[C:9]2=[O:27])[CH2:6][CH2:5][C:4](=[O:28])[NH:3]1, predict the reaction product. The product is: [O:1]=[C:2]1[CH:7]([N:8]2[C:16](=[O:17])[C:15]3[C:10](=[CH:11][CH:12]=[CH:13][C:14]=3[O:18][CH2:19][C:20]([OH:22])=[O:21])[C:9]2=[O:27])[CH2:6][CH2:5][C:4](=[O:28])[NH:3]1. (8) Given the reactants C(OC(=O)[NH:10][CH2:11][CH2:12][CH2:13][CH2:14][C:15]1[CH:20]=[CH:19][C:18]([O:21][CH2:22][CH2:23][NH:24][C:25]([O:27][C:28]([CH3:31])([CH3:30])[CH3:29])=[O:26])=[CH:17][CH:16]=1)C1C=CC=CC=1.[H][H], predict the reaction product. The product is: [C:28]([O:27][C:25](=[O:26])[NH:24][CH2:23][CH2:22][O:21][C:18]1[CH:19]=[CH:20][C:15]([CH2:14][CH2:13][CH2:12][CH2:11][NH2:10])=[CH:16][CH:17]=1)([CH3:31])([CH3:29])[CH3:30]. (9) Given the reactants [NH2:1][C:2]1[CH:7]=[C:6]([O:8][C:9]2[CH:14]=[CH:13][C:12]([N+:15]([O-])=O)=[CH:11][C:10]=2[F:18])[CH:5]=[CH:4][N:3]=1.[H][H], predict the reaction product. The product is: [NH2:1][C:2]1[CH:7]=[C:6]([O:8][C:9]2[CH:14]=[CH:13][C:12]([NH2:15])=[CH:11][C:10]=2[F:18])[CH:5]=[CH:4][N:3]=1. (10) The product is: [CH2:1]([C:5]1[N:6]([CH2:19][CH2:20][CH2:21][CH2:22][C:23]([NH2:25])=[O:24])[C:7]2[C:16]3[CH:15]=[CH:14][CH:13]=[CH:12][C:11]=3[N:10]=[CH:9][C:8]=2[N:18]=1)[CH2:2][CH2:3][CH3:4]. Given the reactants [CH2:1]([C:5]1[N:6]([CH2:19][CH2:20][CH2:21][CH2:22][C:23]([N:25]2CCOCC2)=[O:24])[C:7]2[C:16]3[CH:15]=[CH:14][CH:13]=[CH:12][C:11]=3[N:10]=[C:9](N)[C:8]=2[N:18]=1)[CH2:2][CH2:3][CH3:4].C([O-])(=O)C.[NH4+].C(=O)(O)[O-].[Na+], predict the reaction product.